Dataset: NCI-60 drug combinations with 297,098 pairs across 59 cell lines. Task: Regression. Given two drug SMILES strings and cell line genomic features, predict the synergy score measuring deviation from expected non-interaction effect. (1) Drug 1: C1CC(=O)NC(=O)C1N2CC3=C(C2=O)C=CC=C3N. Drug 2: CC(CN1CC(=O)NC(=O)C1)N2CC(=O)NC(=O)C2. Cell line: CAKI-1. Synergy scores: CSS=29.8, Synergy_ZIP=-8.04, Synergy_Bliss=-2.47, Synergy_Loewe=-1.30, Synergy_HSA=1.01. (2) Drug 1: C1=CC(=CC=C1CCC2=CNC3=C2C(=O)NC(=N3)N)C(=O)NC(CCC(=O)O)C(=O)O. Drug 2: CN(C)C1=NC(=NC(=N1)N(C)C)N(C)C. Cell line: HCC-2998. Synergy scores: CSS=19.7, Synergy_ZIP=-3.02, Synergy_Bliss=-8.03, Synergy_Loewe=-22.9, Synergy_HSA=-11.0. (3) Drug 2: N.N.Cl[Pt+2]Cl. Cell line: SW-620. Synergy scores: CSS=34.2, Synergy_ZIP=-5.69, Synergy_Bliss=-1.79, Synergy_Loewe=2.01, Synergy_HSA=2.62. Drug 1: C1C(C(OC1N2C=NC(=NC2=O)N)CO)O. (4) Drug 1: C1CCC(CC1)NC(=O)N(CCCl)N=O. Drug 2: C1CCC(C(C1)N)N.C(=O)(C(=O)[O-])[O-].[Pt+4]. Cell line: K-562. Synergy scores: CSS=31.3, Synergy_ZIP=0.191, Synergy_Bliss=3.82, Synergy_Loewe=3.98, Synergy_HSA=5.81.